From a dataset of Catalyst prediction with 721,799 reactions and 888 catalyst types from USPTO. Predict which catalyst facilitates the given reaction. (1) Reactant: [C:1]([C:3]1[S:4][C:5]2[C:11]([C:12]#[N:13])=[C:10](/[N:14]=[CH:15]/[N:16](C)C)[CH:9]=[CH:8][C:6]=2[N:7]=1)#[N:2].[CH3:19][O:20][C:21]1[CH:27]=[CH:26][C:24](N)=[CH:23][CH:22]=1.[K+].[Br-]. Product: [CH3:19][O:20][C:21]1[CH:27]=[CH:26][C:24]([NH:13][C:12]2[C:11]3[C:10](=[CH:9][CH:8]=[C:6]4[N:7]=[C:3]([C:1]#[N:2])[S:4][C:5]4=3)[N:14]=[CH:15][N:16]=2)=[CH:23][CH:22]=1. The catalyst class is: 91. (2) Reactant: [Cl:1][C:2]1[C:3]([CH3:13])=[N+:4]([O-:12])[CH:5]=[C:6]([CH3:11])[C:7]=1[N+]([O-])=O.P(Cl)(Cl)([Cl:16])=O.[OH-].[Na+].C(=O)(O)[O-].[Na+]. Product: [Cl:1][C:2]1[C:3]([CH3:13])=[N+:4]([O-:12])[CH:5]=[C:6]([CH3:11])[C:7]=1[Cl:16]. The catalyst class is: 4.